Dataset: Catalyst prediction with 721,799 reactions and 888 catalyst types from USPTO. Task: Predict which catalyst facilitates the given reaction. (1) Reactant: [Cl:1][C:2]1[C:7]2[N:8]=[C:9]([C:11]3[C:33](=[O:34])[O:32][C:14]4=[N:15][C:16]([N:19]5[CH2:24][CH2:23][N:22](C(OC(C)(C)C)=O)[CH2:21][CH2:20]5)=[CH:17][CH:18]=[C:13]4[CH:12]=3)[S:10][C:6]=2[CH:5]=[CH:4][CH:3]=1.Cl. Product: [ClH:1].[Cl:1][C:2]1[C:7]2[N:8]=[C:9]([C:11]3[C:33](=[O:34])[O:32][C:14]4=[N:15][C:16]([N:19]5[CH2:24][CH2:23][NH:22][CH2:21][CH2:20]5)=[CH:17][CH:18]=[C:13]4[CH:12]=3)[S:10][C:6]=2[CH:5]=[CH:4][CH:3]=1. The catalyst class is: 135. (2) Reactant: [F:1][C:2]1[C:7]([C:8]2[CH:13]=[CH:12][CH:11]=[C:10]([CH3:14])[CH:9]=2)=[C:6]([CH:15]([O:29][CH2:30][CH2:31]OS(C)(=O)=O)[C@@H:16]2[CH2:21][CH2:20][CH2:19][N:18]([C:22]([O:24][C:25]([CH3:28])([CH3:27])[CH3:26])=[O:23])[CH2:17]2)[CH:5]=[CH:4][CH:3]=1.[N-:37]=[N+:38]=[N-:39].[Na+]. Product: [N:37]([CH2:31][CH2:30][O:29][CH:15]([C:6]1[CH:5]=[CH:4][CH:3]=[C:2]([F:1])[C:7]=1[C:8]1[CH:13]=[CH:12][CH:11]=[C:10]([CH3:14])[CH:9]=1)[C@@H:16]1[CH2:21][CH2:20][CH2:19][N:18]([C:22]([O:24][C:25]([CH3:28])([CH3:26])[CH3:27])=[O:23])[CH2:17]1)=[N+:38]=[N-:39]. The catalyst class is: 173.